Task: Predict the reactants needed to synthesize the given product.. Dataset: Full USPTO retrosynthesis dataset with 1.9M reactions from patents (1976-2016) (1) Given the product [C:26]1([C:17]2[C:16]3[C:21](=[C:22]4[C:13](=[CH:14][CH:15]=3)[C:12]([C:9]3[CH:8]=[CH:7][CH:6]=[CH:11][CH:10]=3)=[CH:25][C:24]([C:14]3[CH:2]=[C:1]([CH3:4])[CH:3]=[CH:22][CH:13]=3)=[N:23]4)[N:20]=[C:19]([C:7]3[CH:8]=[C:9]([CH3:12])[CH:10]=[CH:11][CH:6]=3)[CH:18]=2)[CH:31]=[CH:30][CH:29]=[CH:28][CH:27]=1, predict the reactants needed to synthesize it. The reactants are: [C:1]([Li])([CH3:4])([CH3:3])[CH3:2].[CH:6]1[CH:11]=[CH:10][C:9]([C:12]2[CH:25]=[CH:24][N:23]=[C:22]3[C:13]=2[CH:14]=[CH:15][C:16]2[C:21]3=[N:20][CH:19]=[CH:18][C:17]=2[C:26]2[CH:31]=[CH:30][CH:29]=[CH:28][CH:27]=2)=[CH:8][CH:7]=1.O. (2) Given the product [CH:11]1([C:16]([C:3]2[S:4][C:5]3[CH:10]=[CH:9][CH:8]=[CH:7][C:6]=3[C:2]=2[CH3:1])=[O:17])[CH2:15][CH2:14][CH2:13][CH2:12]1, predict the reactants needed to synthesize it. The reactants are: [CH3:1][C:2]1[C:6]2[CH:7]=[CH:8][CH:9]=[CH:10][C:5]=2[S:4][CH:3]=1.[CH:11]1([C:16](Cl)=[O:17])[CH2:15][CH2:14][CH2:13][CH2:12]1.[N+](C)([O-])=O.[Cl-].[Al+3].[Cl-].[Cl-]. (3) Given the product [CH3:3][C:2]([CH3:5])([CH3:4])[C:1]([O:39][CH2:38][C:31]1[CH:32]=[C:33]([F:37])[C:34]([F:36])=[CH:35][C:30]=1[C:14]1[CH:15]=[C:16]2[C:11](=[CH:12][CH:13]=1)[N:10]=[C:9]([NH2:8])[N:18]=[C:17]2[C:19]([N:21]1[CH2:22][C:23]2[C:28](=[CH:27][CH:26]=[CH:25][CH:24]=2)[CH2:29]1)=[O:20])=[O:6], predict the reactants needed to synthesize it. The reactants are: [C:1](Cl)(=[O:6])[C:2]([CH3:5])([CH3:4])[CH3:3].[NH2:8][C:9]1[N:18]=[C:17]([C:19]([N:21]2[CH2:29][C:28]3[C:23](=[CH:24][CH:25]=[CH:26][CH:27]=3)[CH2:22]2)=[O:20])[C:16]2[C:11](=[CH:12][CH:13]=[C:14]([C:30]3[CH:35]=[C:34]([F:36])[C:33]([F:37])=[CH:32][C:31]=3[CH2:38][OH:39])[CH:15]=2)[N:10]=1.C(OCC)(=O)C.O. (4) Given the product [CH2:14]([O:21][C:22]1[C:26]([O:27][CH2:28][C:29]2[CH:34]=[CH:33][CH:32]=[CH:31][CH:30]=2)=[C:25]([C:35]#[N:37])[N:24]([C:38]2[CH:43]=[CH:42][C:41]([O:44][CH3:45])=[CH:40][CH:39]=2)[C:23]=1[C:46]([N:48]([CH3:49])[CH3:50])=[O:47])[C:15]1[CH:20]=[CH:19][CH:18]=[CH:17][CH:16]=1, predict the reactants needed to synthesize it. The reactants are: FC(F)(F)C(OC(=O)C(F)(F)F)=O.[CH2:14]([O:21][C:22]1[C:26]([O:27][CH2:28][C:29]2[CH:34]=[CH:33][CH:32]=[CH:31][CH:30]=2)=[C:25]([C:35]([NH2:37])=O)[N:24]([C:38]2[CH:43]=[CH:42][C:41]([O:44][CH3:45])=[CH:40][CH:39]=2)[C:23]=1[C:46]([N:48]([CH3:50])[CH3:49])=[O:47])[C:15]1[CH:20]=[CH:19][CH:18]=[CH:17][CH:16]=1.C(N(CC)CC)C. (5) Given the product [CH3:25][N:2]([CH2:3][CH2:4][CH2:5][C@@:6]1([C:8]2[CH:9]=[CH:10][C:11]([F:14])=[CH:12][CH:13]=2)[O:7][CH2:23][C:16]2[CH:17]=[C:18]([C:19]#[N:20])[CH:21]=[CH:22][C:15]1=2)[CH3:1].[C:46]([OH:48])([C:45]([OH:50])=[O:49])=[O:47], predict the reactants needed to synthesize it. The reactants are: [CH3:1][N:2]([CH3:25])[CH2:3][CH2:4][CH2:5][C:6]([C:15]1[CH:22]=[CH:21][C:18]([C:19]#[N:20])=[CH:17][C:16]=1[CH2:23]O)([C:8]1[CH:13]=[CH:12][C:11]([F:14])=[CH:10][CH:9]=1)[OH:7].C([O-])([O-])=O.[K+].[K+].ClC1C=CC(Cl)=CC=1[N+]([O-])=O.O.O.[C:45]([OH:50])(=[O:49])[C:46]([OH:48])=[O:47]. (6) Given the product [OH:4][CH2:3][C:2]([N:1]1[C:10](=[O:11])[C:9]2[C:8](=[CH:16][CH:15]=[CH:14][CH:13]=2)[C:7]1=[O:12])([CH3:6])[CH3:5], predict the reactants needed to synthesize it. The reactants are: [NH2:1][C:2]([CH3:6])([CH3:5])[CH2:3][OH:4].[C:7]1(=O)[O:12][C:10](=[O:11])[C:9]2=[CH:13][CH:14]=[CH:15][CH:16]=[C:8]12.C(N(CC)CC)C. (7) Given the product [ClH:32].[N:22]12[CH2:23][CH2:24][CH:25]([CH2:26][CH2:27]1)[C@@H:20]([NH:19][C:17]([C:14]1[O:15][C:16]3[C:8]([C:4]4[CH:5]=[CH:6][CH:7]=[C:2]([NH:1][S:29]([CH3:28])(=[O:31])=[O:30])[CH:3]=4)=[CH:9][CH:10]=[CH:11][C:12]=3[CH:13]=1)=[O:18])[CH2:21]2, predict the reactants needed to synthesize it. The reactants are: [NH2:1][C:2]1[CH:3]=[C:4]([C:8]2[C:16]3[O:15][C:14]([C:17]([NH:19][C@@H:20]4[CH:25]5[CH2:26][CH2:27][N:22]([CH2:23][CH2:24]5)[CH2:21]4)=[O:18])=[CH:13][C:12]=3[CH:11]=[CH:10][CH:9]=2)[CH:5]=[CH:6][CH:7]=1.[CH3:28][S:29]([Cl:32])(=[O:31])=[O:30].C(N(CC)CC)C.O.